This data is from Forward reaction prediction with 1.9M reactions from USPTO patents (1976-2016). The task is: Predict the product of the given reaction. (1) The product is: [CH3:1][N:2]1[C:6]2[CH:7]=[CH:8][C:9]([N+:11]([O-:13])=[O:12])=[CH:10][C:5]=2[N:4]=[C:3]1[C:14]([NH2:19])=[O:16]. Given the reactants [CH3:1][N:2]1[C:6]2[CH:7]=[CH:8][C:9]([N+:11]([O-:13])=[O:12])=[CH:10][C:5]=2[N:4]=[C:3]1[C:14]([O:16]CC)=O.[NH3:19].O, predict the reaction product. (2) The product is: [CH3:7][O:8][C:9]1[CH:26]=[C:25]([C:27]([OH:29])=[O:28])[CH:24]=[C:23]2[C:10]=1[C@H:11]1[C@H:20]([CH2:21][S:22]2(=[O:31])=[O:30])[C@:19]2([CH3:32])[C@H:14]([C:15]([CH3:34])([CH3:33])[CH2:16][CH2:17][CH2:18]2)[CH2:13][CH2:12]1. Given the reactants [H-].[Li+].C(S)CC.[CH3:7][O:8][C:9]1[CH:26]=[C:25]([C:27]([O-:29])=[O:28])[CH:24]=[C:23]2[C:10]=1[C@H:11]1[C@H:20]([CH2:21][S:22]2(=[O:31])=[O:30])[C@:19]2([CH3:32])[C@H:14]([C:15]([CH3:34])([CH3:33])[CH2:16][CH2:17][CH2:18]2)[CH2:13][CH2:12]1, predict the reaction product. (3) Given the reactants [NH2:1][N:2]1[C:11]2[C:6](=[CH:7][CH:8]=[CH:9][CH:10]=2)[C:5]([OH:12])=[C:4]([C:13]2[NH:18][C:17]3[CH:19]=[CH:20][C:21]([O:23][CH2:24][C:25]4[CH:30]=[CH:29][CH:28]=[CH:27][CH:26]=4)=[CH:22][C:16]=3[S:15](=[O:32])(=[O:31])[N:14]=2)[C:3]1=[O:33].[C:34]1(=O)[CH2:38][CH2:37][CH2:36][CH2:35]1, predict the reaction product. The product is: [CH2:24]([O:23][C:21]1[CH:20]=[CH:19][C:17]2[NH:18][C:13]([C:4]3[C:3](=[O:33])[N:2]([N:1]=[C:34]4[CH2:38][CH2:37][CH2:36][CH2:35]4)[C:11]4[C:6]([C:5]=3[OH:12])=[CH:7][CH:8]=[CH:9][CH:10]=4)=[N:14][S:15](=[O:32])(=[O:31])[C:16]=2[CH:22]=1)[C:25]1[CH:26]=[CH:27][CH:28]=[CH:29][CH:30]=1. (4) Given the reactants Cl[C:2]1[N:3]=[CH:4][C:5]2[N:10]=[C:9]([C:11]3[CH:31]=[C:30]([CH3:32])[C:14]([O:15][CH:16]4[CH2:19][CH:18]([C:20]([O:22][CH2:23][C:24]5[CH:29]=[CH:28][CH:27]=[CH:26][CH:25]=5)=[O:21])[CH2:17]4)=[C:13]([CH3:33])[CH:12]=3)[O:8][C:6]=2[N:7]=1.[CH3:34][S:35]([O-:37])=[O:36].[Na+], predict the reaction product. The product is: [CH3:34][S:35]([C:2]1[N:3]=[CH:4][C:5]2[N:10]=[C:9]([C:11]3[CH:31]=[C:30]([CH3:32])[C:14]([O:15][CH:16]4[CH2:19][CH:18]([C:20]([O:22][CH2:23][C:24]5[CH:29]=[CH:28][CH:27]=[CH:26][CH:25]=5)=[O:21])[CH2:17]4)=[C:13]([CH3:33])[CH:12]=3)[O:8][C:6]=2[N:7]=1)(=[O:37])=[O:36]. (5) Given the reactants [CH2:1]([O:8][C:9]([NH:11][CH:12]([CH2:16][C:17]([F:20])([F:19])[F:18])[C:13](O)=[O:14])=[O:10])[C:2]1[CH:7]=[CH:6][CH:5]=[CH:4][CH:3]=1.C1C=C2[N:27]=NN(O)C2=CC=1.O.C(Cl)CCl.[NH4+].[OH-], predict the reaction product. The product is: [NH2:27][C:13](=[O:14])[CH:12]([NH:11][C:9](=[O:10])[O:8][CH2:1][C:2]1[CH:7]=[CH:6][CH:5]=[CH:4][CH:3]=1)[CH2:16][C:17]([F:20])([F:19])[F:18]. (6) Given the reactants [Cl:1][C:2]1[C:7]([C:8]2[N:12]=[C:11]([CH:13]([CH3:15])[CH3:14])[O:10][N:9]=2)=[C:6](Cl)[N:5]=[CH:4][N:3]=1.[NH3:17].CCOC(C)=O, predict the reaction product. The product is: [Cl:1][C:2]1[N:3]=[CH:4][N:5]=[C:6]([NH2:17])[C:7]=1[C:8]1[N:12]=[C:11]([CH:13]([CH3:15])[CH3:14])[O:10][N:9]=1.